This data is from Catalyst prediction with 721,799 reactions and 888 catalyst types from USPTO. The task is: Predict which catalyst facilitates the given reaction. (1) Reactant: [C:1]([N:4]1[CH2:9][CH2:8][C:7]([CH2:14][N:15]2[CH2:20][CH2:19][NH:18][CH2:17][C:16]2=[O:21])([C:10]([O:12][CH3:13])=[O:11])[CH2:6][CH2:5]1)(=[O:3])[CH3:2].C(N(C(C)C)CC)(C)C.[Cl:31][C:32]1[CH:46]=[CH:45][C:35]2[C:36](=[O:44])[C:37]([S:40](Cl)(=[O:42])=[O:41])=[CH:38][O:39][C:34]=2[CH:33]=1. Product: [C:1]([N:4]1[CH2:5][CH2:6][C:7]([CH2:14][N:15]2[CH2:20][CH2:19][N:18]([S:40]([C:37]3[C:36](=[O:44])[C:35]4[CH:45]=[CH:46][C:32]([Cl:31])=[CH:33][C:34]=4[O:39][CH:38]=3)(=[O:42])=[O:41])[CH2:17][C:16]2=[O:21])([C:10]([O:12][CH3:13])=[O:11])[CH2:8][CH2:9]1)(=[O:3])[CH3:2]. The catalyst class is: 4. (2) Reactant: [Cl:1][C:2]1[CH:7]=[CH:6][CH:5]=[CH:4][C:3]=1[N:8]1[C:16]2[C:11](=[CH:12][CH:13]=[CH:14][CH:15]=2)[C:10]([NH2:17])=[N:9]1.[F:18][C:19]([F:30])([F:29])[C:20]1[CH:28]=[CH:27][CH:26]=[CH:25][C:21]=1[C:22](Cl)=[O:23].C(N(CC)CC)C. Product: [Cl:1][C:2]1[CH:7]=[CH:6][CH:5]=[CH:4][C:3]=1[N:8]1[C:16]2[C:11](=[CH:12][CH:13]=[CH:14][CH:15]=2)[C:10]([NH:17][C:22](=[O:23])[C:21]2[CH:25]=[CH:26][CH:27]=[CH:28][C:20]=2[C:19]([F:18])([F:29])[F:30])=[N:9]1. The catalyst class is: 4.